This data is from Full USPTO retrosynthesis dataset with 1.9M reactions from patents (1976-2016). The task is: Predict the reactants needed to synthesize the given product. (1) Given the product [CH:1]1([CH2:4][O:5][C:6]2[CH:11]=[C:10]([O:12][CH3:13])[C:9]([F:14])=[CH:8][C:7]=2[C:15]2[C:16]3[N:23]([CH2:24][O:25][CH2:26][CH2:27][Si:28]([CH3:29])([CH3:31])[CH3:30])[C:22]([CH3:32])=[C:21]([C:33]([NH:36][C@@H:37]4[CH2:42][CH2:41][C@H:40]([NH:43][C:44](=[O:50])[O:45][C:46]([CH3:48])([CH3:47])[CH3:49])[CH2:39][CH2:38]4)=[O:34])[C:17]=3[N:18]=[CH:19][N:20]=2)[CH2:3][CH2:2]1, predict the reactants needed to synthesize it. The reactants are: [CH:1]1([CH2:4][O:5][C:6]2[CH:11]=[C:10]([O:12][CH3:13])[C:9]([F:14])=[CH:8][C:7]=2[C:15]2[C:16]3[N:23]([CH2:24][O:25][CH2:26][CH2:27][Si:28]([CH3:31])([CH3:30])[CH3:29])[C:22]([CH3:32])=[C:21]([C:33](O)=[O:34])[C:17]=3[N:18]=[CH:19][N:20]=2)[CH2:3][CH2:2]1.[NH2:36][C@@H:37]1[CH2:42][CH2:41][C@H:40]([NH:43][C:44](=[O:50])[O:45][C:46]([CH3:49])([CH3:48])[CH3:47])[CH2:39][CH2:38]1. (2) The reactants are: Cl[C:2]1[N:7]=[CH:6][N:5]=[C:4]([NH:8][CH3:9])[C:3]=1[N+:10]([O-])=O.C(N(CC)CC)C.[O:20]=[C:21]1[N:25]([CH:26]2[CH2:31][CH2:30][NH:29][CH2:28][CH2:27]2)[C:24]2[CH:32]=[CH:33][CH:34]=[CH:35][C:23]=2[NH:22]1. Given the product [NH2:10][C:3]1[C:2]([N:29]2[CH2:28][CH2:27][CH:26]([N:25]3[C:24]4[CH:32]=[CH:33][CH:34]=[CH:35][C:23]=4[NH:22][C:21]3=[O:20])[CH2:31][CH2:30]2)=[N:7][CH:6]=[N:5][C:4]=1[NH:8][CH3:9], predict the reactants needed to synthesize it. (3) Given the product [C:14]([O:18][C:19]([N:21]1[CH2:26][CH2:25][O:24][CH2:23][CH:22]1[C:27](=[O:29])[NH2:3])=[O:20])([CH3:17])([CH3:16])[CH3:15], predict the reactants needed to synthesize it. The reactants are: C([N:3](CC)CC)C.ClC(OCC)=O.[C:14]([O:18][C:19]([N:21]1[CH2:26][CH2:25][O:24][CH2:23][CH:22]1[C:27]([OH:29])=O)=[O:20])([CH3:17])([CH3:16])[CH3:15].[OH-].[NH4+].